Task: Predict which catalyst facilitates the given reaction.. Dataset: Catalyst prediction with 721,799 reactions and 888 catalyst types from USPTO (1) Reactant: C([N:4]1[C:8]2[CH:9]=[N:10][C:11]3[CH:12]=[CH:13][C:14]([Br:17])=[CH:15][C:16]=3[C:7]=2[C:6]([C:18]2[CH:23]=[CH:22][C:21]([C:24]([CH3:28])([CH3:27])[C:25]#[N:26])=[CH:20][CH:19]=2)=[N:5]1)(=O)C.C([O-])([O-])=O.[K+].[K+]. Product: [Br:17][C:14]1[CH:13]=[CH:12][C:11]2[N:10]=[CH:9][C:8]3[NH:4][N:5]=[C:6]([C:18]4[CH:23]=[CH:22][C:21]([C:24]([CH3:28])([CH3:27])[C:25]#[N:26])=[CH:20][CH:19]=4)[C:7]=3[C:16]=2[CH:15]=1. The catalyst class is: 14. (2) Reactant: C([Si](C)(C)[O:6][C@@H:7]([CH3:35])[C@@H:8]([NH:22][C:23]1[CH:30]=[CH:29][C:26]([C:27]#[N:28])=[C:25]([C:31]([F:34])([F:33])[F:32])[CH:24]=1)[C:9]1[O:10][C:11]([C:14]2[CH:19]=[CH:18][C:17]([C:20]#[N:21])=[CH:16][CH:15]=2)=[N:12][N:13]=1)(C)(C)C.CCCC[N+](CCCC)(CCCC)CCCC.[F-]. Product: [C:20]([C:17]1[CH:16]=[CH:15][C:14]([C:11]2[O:10][C:9]([C@H:8]([NH:22][C:23]3[CH:30]=[CH:29][C:26]([C:27]#[N:28])=[C:25]([C:31]([F:32])([F:34])[F:33])[CH:24]=3)[C@@H:7]([OH:6])[CH3:35])=[N:13][N:12]=2)=[CH:19][CH:18]=1)#[N:21]. The catalyst class is: 1. (3) Reactant: [O:1]1[CH2:5][CH2:4][CH2:3][C@@H:2]1[C:6]([OH:8])=O.C(Cl)(=O)C(Cl)=O.Cl.Cl.[CH2:17]([N:24]1[CH2:29][CH2:28][CH:27]([NH2:30])[CH2:26][CH2:25]1)[C:18]1[CH:23]=[CH:22][CH:21]=[CH:20][CH:19]=1.C(N(CC)CC)C. The catalyst class is: 2. Product: [CH2:17]([N:24]1[CH2:29][CH2:28][CH:27]([NH:30][C:6]([C@H:2]2[CH2:3][CH2:4][CH2:5][O:1]2)=[O:8])[CH2:26][CH2:25]1)[C:18]1[CH:19]=[CH:20][CH:21]=[CH:22][CH:23]=1. (4) Reactant: C[O:2][C:3]1[C:8]([C:9]2[CH:14]=[CH:13][C:12]([O:15][C:16]3[CH:21]=[CH:20][N:19]=[C:18]([C:22]4[CH:23]=[N:24][N:25]([CH3:27])[CH:26]=4)[CH:17]=3)=[C:11]([CH3:28])[N:10]=2)=[CH:7][N:6]=[C:5]([NH:29][CH2:30][C:31]([CH3:34])([CH3:33])[CH3:32])[N:4]=1.Br.CCOC(C)=O. Product: [CH3:28][C:11]1[N:10]=[C:9]([C:8]2[C:3](=[O:2])[NH:4][C:5]([NH:29][CH2:30][C:31]([CH3:34])([CH3:32])[CH3:33])=[N:6][CH:7]=2)[CH:14]=[CH:13][C:12]=1[O:15][C:16]1[CH:21]=[CH:20][N:19]=[C:18]([C:22]2[CH:23]=[N:24][N:25]([CH3:27])[CH:26]=2)[CH:17]=1. The catalyst class is: 15. (5) Reactant: [C@@H:1]1([C:9](O)=[O:10])[CH2:5][CH2:4][CH2:3][C@H:2]1[C:6](O)=[O:7]. Product: [C@@H:1]1([CH2:9][OH:10])[CH2:5][CH2:4][CH2:3][C@H:2]1[CH2:6][OH:7]. The catalyst class is: 1.